This data is from Reaction yield outcomes from USPTO patents with 853,638 reactions. The task is: Predict the reaction yield, written as a fraction of the theoretical maximum amount of product (1.0 means a 100% yield; for example, 0.34 means a 34% yield). (1) The reactants are N(OCCC(C)C)=O.[N+:9]1([O-:20])[C:14]2[CH:15]=[CH:16][CH:17]=[CH:18][C:13]=2[N:12]=[C:11](N)[N:10]=1. The catalyst is CN(C=O)C. The product is [N+:9]1([O-:20])[C:14]2[CH:15]=[CH:16][CH:17]=[CH:18][C:13]=2[N:12]=[CH:11][N:10]=1. The yield is 0.520. (2) The reactants are Br[C:2]1[CH:8]=[C:7]([O:9][C:10]([F:13])([F:12])[F:11])[CH:6]=[CH:5][C:3]=1[NH2:4].[Cu](C#N)[C:15]#[N:16].N. The catalyst is CN1CCCC1=O. The product is [NH2:4][C:3]1[CH:5]=[CH:6][C:7]([O:9][C:10]([F:13])([F:12])[F:11])=[CH:8][C:2]=1[C:15]#[N:16]. The yield is 0.760.